From a dataset of Full USPTO retrosynthesis dataset with 1.9M reactions from patents (1976-2016). Predict the reactants needed to synthesize the given product. (1) Given the product [CH3:33][O:32][C:30](=[O:31])[C:29]1[CH:34]=[CH:35][C:26]([CH2:25][N:13]([C:10]2[S:11][CH:12]=[C:8]([C:5]3[CH:4]=[CH:3][C:2]([Cl:1])=[CH:7][CH:6]=3)[N:9]=2)[C:14]2[CH:19]=[CH:18][C:17]([C:20]([F:21])([F:23])[F:22])=[CH:16][CH:15]=2)=[CH:27][CH:28]=1, predict the reactants needed to synthesize it. The reactants are: [Cl:1][C:2]1[CH:7]=[CH:6][C:5]([C:8]2[N:9]=[C:10]([NH:13][C:14]3[CH:19]=[CH:18][C:17]([C:20]([F:23])([F:22])[F:21])=[CH:16][CH:15]=3)[S:11][CH:12]=2)=[CH:4][CH:3]=1.Br[CH2:25][C:26]1[CH:35]=[CH:34][C:29]([C:30]([O:32][CH3:33])=[O:31])=[CH:28][CH:27]=1.C(=O)([O-])[O-].[K+].[K+].[I-].[Na+]. (2) Given the product [CH3:28][C:26]1[CH:27]=[C:22]([CH3:21])[N:23]=[C:24]([O:1][C@@H:2]([C:6]([O:19][CH3:20])([C:7]2[CH:12]=[CH:11][CH:10]=[CH:9][CH:8]=2)[C:13]2[CH:18]=[CH:17][CH:16]=[CH:15][CH:14]=2)[C:3]([OH:5])=[O:4])[N:25]=1, predict the reactants needed to synthesize it. The reactants are: [OH:1][C@@H:2]([C:6]([O:19][CH3:20])([C:13]1[CH:18]=[CH:17][CH:16]=[CH:15][CH:14]=1)[C:7]1[CH:12]=[CH:11][CH:10]=[CH:9][CH:8]=1)[C:3]([OH:5])=[O:4].[CH3:21][C:22]1[CH:27]=[C:26]([CH3:28])[N:25]=[C:24](S(C)(=O)=O)[N:23]=1. (3) Given the product [OH:48][CH:49]1[CH2:54][CH2:53][N:52]([C:43](=[O:45])[CH2:42][N:34]2[C:35]3[C:40](=[CH:39][CH:38]=[CH:37][CH:36]=3)[CH2:41][CH:32]([NH:31][C:29]([C:27]3[NH:26][C:23]4=[CH:24][N:25]=[C:20]([Cl:19])[CH:21]=[C:22]4[CH:28]=3)=[O:30])[C:33]2=[O:46])[CH2:51][CH2:50]1, predict the reactants needed to synthesize it. The reactants are: C[N+]1(C2N=C(OC)N=C(OC)N=2)CCOCC1.[Cl-].[Cl:19][C:20]1[CH:21]=[C:22]2[CH:28]=[C:27]([C:29]([NH:31][CH:32]3[CH2:41][C:40]4[C:35](=[CH:36][CH:37]=[CH:38][CH:39]=4)[N:34]([CH2:42][C:43]([OH:45])=O)[C:33]3=[O:46])=[O:30])[NH:26][C:23]2=[CH:24][N:25]=1.Cl.[OH:48][CH:49]1[CH2:54][CH2:53][NH:52][CH2:51][CH2:50]1.CN1CCOCC1. (4) Given the product [CH2:8]([O:10][C:11]([C:12]1[CH:16]=[C:17]([C:18]2[CH:19]=[CH:20][CH:21]=[CH:22][CH:23]=2)[N:7]([CH:1]2[CH2:6][CH2:5][CH2:4][CH2:3][CH2:2]2)[C:13]=1[CH3:14])=[O:25])[CH3:9], predict the reactants needed to synthesize it. The reactants are: [CH:1]1([NH2:7])[CH2:6][CH2:5][CH2:4][CH2:3][CH2:2]1.[CH2:8]([O:10][C:11](=[O:25])[CH:12]([CH2:16][C:17](=O)[C:18]1[CH:23]=[CH:22][CH:21]=[CH:20][CH:19]=1)[C:13](=O)[CH3:14])[CH3:9].CC1C=CC(S(O)(=O)=O)=CC=1. (5) Given the product [Cl:29][C:25]1[CH:24]=[C:23]([CH:28]=[CH:27][CH:26]=1)[O:22][C:19]1[CH:20]=[CH:21][C:16]([NH:15][C:13]2[C:14]3[N:6]([CH2:5][CH2:4][NH:3][C:33](=[O:34])[C:32]([CH3:36])([S:37]([CH3:40])(=[O:39])=[O:38])[CH3:31])[CH:7]=[CH:8][C:9]=3[N:10]=[CH:11][N:12]=2)=[CH:17][C:18]=1[CH3:30], predict the reactants needed to synthesize it. The reactants are: Cl.Cl.[NH2:3][CH2:4][CH2:5][N:6]1[C:14]2[C:13]([NH:15][C:16]3[CH:21]=[CH:20][C:19]([O:22][C:23]4[CH:28]=[CH:27][CH:26]=[C:25]([Cl:29])[CH:24]=4)=[C:18]([CH3:30])[CH:17]=3)=[N:12][CH:11]=[N:10][C:9]=2[CH:8]=[CH:7]1.[CH3:31][C:32]([S:37]([CH3:40])(=[O:39])=[O:38])([CH3:36])[C:33](O)=[O:34].Cl.C(N=C=NCCCN(C)C)C.ON1C2C=CC=CC=2N=N1. (6) Given the product [C:1]([O:4][C:5]1[CH:14]=[C:13]2[C:8]([C:9]([Cl:42])=[N:10][CH:11]=[N:12]2)=[C:7]([O:16][CH:17]2[CH2:21][CH2:20][CH2:19][CH2:18]2)[CH:6]=1)(=[O:3])[CH3:2], predict the reactants needed to synthesize it. The reactants are: [C:1]([O:4][C:5]1[CH:14]=[C:13]2[C:8]([C:9](=O)[NH:10][CH:11]=[N:12]2)=[C:7]([O:16][CH:17]2[CH2:21][CH2:20][CH2:19][CH2:18]2)[CH:6]=1)(=[O:3])[CH3:2].C1(P(C2C=CC=CC=2)C2C=CC=CC=2)C=CC=CC=1.C(Cl)(Cl)(Cl)[Cl:42].